This data is from Aqueous solubility values for 9,982 compounds from the AqSolDB database. The task is: Regression/Classification. Given a drug SMILES string, predict its absorption, distribution, metabolism, or excretion properties. Task type varies by dataset: regression for continuous measurements (e.g., permeability, clearance, half-life) or binary classification for categorical outcomes (e.g., BBB penetration, CYP inhibition). For this dataset (solubility_aqsoldb), we predict Y. (1) The drug is O=C1C(O)C2CC3N1CCC31c3ccccc3N3C(=O)C=CC2C31. The Y is -2.11 log mol/L. (2) The drug is CC(C)C1CCC(=NO)C(=NO)C1. The Y is -2.39 log mol/L.